This data is from Forward reaction prediction with 1.9M reactions from USPTO patents (1976-2016). The task is: Predict the product of the given reaction. (1) Given the reactants Cl.Cl.[O:3]1[CH2:7][CH2:6][C@H:5]([C@:8]2([C:14]([N:16]3[CH2:21][CH2:20][N:19]([C:22]4[CH:27]=[C:26]([C:28]([F:31])([F:30])[F:29])[CH:25]=[CH:24][N:23]=4)[CH2:18][CH2:17]3)=[O:15])[CH2:12][CH2:11][C@@H:10]([NH2:13])[CH2:9]2)[CH2:4]1.[CH3:32][CH:33]1[C:38](=O)[CH2:37][CH2:36][O:35][CH2:34]1.C(N(CC)CC)C.C(O[BH-](OC(=O)C)OC(=O)C)(=O)C.[Na+], predict the reaction product. The product is: [CH3:32][CH:33]1[C@H:38]([NH:13][C@@H:10]2[CH2:11][CH2:12][C@:8]([C@H:5]3[CH2:6][CH2:7][O:3][CH2:4]3)([C:14]([N:16]3[CH2:17][CH2:18][N:19]([C:22]4[CH:27]=[C:26]([C:28]([F:29])([F:31])[F:30])[CH:25]=[CH:24][N:23]=4)[CH2:20][CH2:21]3)=[O:15])[CH2:9]2)[CH2:37][CH2:36][O:35][CH2:34]1. (2) Given the reactants O.O.[C:3]1([CH:11]=[C:9]([OH:10])[CH:8]=[C:6]([OH:7])[CH:5]=1)[OH:4].C(O)[C@H]([C@H]([C@@H]([C@@H](CO)O)O)O)O.COC([C@@H](NC([C@@H](N)CC(O)=O)=O)CC1C=CC=CC=1)=O, predict the reaction product. The product is: [C:3]1([CH:11]=[C:9]([OH:10])[CH:8]=[C:6]([OH:7])[CH:5]=1)[OH:4]. (3) Given the reactants [CH3:1][O:2][C:3]1[CH:4]=[C:5]2[C:9](=[CH:10][C:11]=1[O:12][CH3:13])[N:8]([CH3:14])[CH:7]=[C:6]2[C:15]1[N:36](S(C2C=CC(C)=CC=2)(=O)=O)[C:18]2=[N:19][CH:20]=[CH:21][C:22]([CH2:23][NH:24][C:25]3[CH:30]=[CH:29][C:28]([S:31][C:32]([F:35])([F:34])[F:33])=[CH:27][CH:26]=3)=[C:17]2[CH:16]=1.[OH-].[K+], predict the reaction product. The product is: [CH3:1][O:2][C:3]1[CH:4]=[C:5]2[C:9](=[CH:10][C:11]=1[O:12][CH3:13])[N:8]([CH3:14])[CH:7]=[C:6]2[C:15]1[NH:36][C:18]2=[N:19][CH:20]=[CH:21][C:22]([CH2:23][NH:24][C:25]3[CH:30]=[CH:29][C:28]([S:31][C:32]([F:35])([F:33])[F:34])=[CH:27][CH:26]=3)=[C:17]2[CH:16]=1.[C:3]1([N:24]([CH2:23][C:22]2[CH:21]=[CH:20][N:19]=[C:18]3[NH:36][C:15]([C:6]4[C:5]5[C:9](=[CH:10][C:11]([O:12][CH3:13])=[C:3]([O:2][CH3:1])[CH:4]=5)[N:8]([CH3:14])[CH:7]=4)=[CH:16][C:17]=23)[C:25]2[CH:30]=[CH:29][C:28]([S:31][C:32]([F:34])([F:33])[F:35])=[CH:27][CH:26]=2)[CH:4]=[CH:5][CH:9]=[CH:10][CH:11]=1. (4) Given the reactants Cl[C:2]1[N:9]=[CH:8][C:7]([F:10])=[CH:6][C:3]=1[C:4]#[N:5].O.[NH2:12][NH2:13], predict the reaction product. The product is: [F:10][C:7]1[CH:6]=[C:3]2[C:4]([NH2:5])=[N:13][NH:12][C:2]2=[N:9][CH:8]=1. (5) The product is: [F:1][C:2]1[CH:3]=[C:4]([N:22]2[CH2:26][C@H:25]([CH2:27][N:28]3[CH:32]=[CH:31][N:30]=[N:29]3)[O:24][C:23]2=[O:33])[CH:5]=[CH:6][C:7]=1[C:8]1[CH:13]=[CH:12][C:11]([C:14]2[CH2:18][C@@H:17]([CH2:19][N:20]([CH3:21])[C:44](=[O:46])[CH2:43][N:42]([CH3:47])[CH2:41][C:40]([O:39][C:35]([CH3:36])([CH3:37])[CH3:38])=[O:48])[O:16][N:15]=2)=[N:10][CH:9]=1. Given the reactants [F:1][C:2]1[CH:3]=[C:4]([N:22]2[CH2:26][C@H:25]([CH2:27][N:28]3[CH:32]=[CH:31][N:30]=[N:29]3)[O:24][C:23]2=[O:33])[CH:5]=[CH:6][C:7]=1[C:8]1[CH:9]=[N:10][C:11]([C:14]2[CH2:18][C@@H:17]([CH2:19][NH:20][CH3:21])[O:16][N:15]=2)=[CH:12][CH:13]=1.[Na+].[C:35]([O:39][C:40](=[O:48])[CH2:41][N:42]([CH3:47])[CH2:43][C:44]([O-:46])=O)([CH3:38])([CH3:37])[CH3:36].Cl.CN(C)CCCN=C=NCC.CN(C=O)C, predict the reaction product.